This data is from Peptide-MHC class I binding affinity with 185,985 pairs from IEDB/IMGT. The task is: Regression. Given a peptide amino acid sequence and an MHC pseudo amino acid sequence, predict their binding affinity value. This is MHC class I binding data. The peptide sequence is PYPDPSRIL. The MHC is HLA-A29:02 with pseudo-sequence HLA-A29:02. The binding affinity (normalized) is 0.0306.